Dataset: Forward reaction prediction with 1.9M reactions from USPTO patents (1976-2016). Task: Predict the product of the given reaction. (1) Given the reactants [CH2:1]([N:3]1[CH:7]([CH2:8][O:9]C(C2C=CC=CC=2)(C2C=CC=CC=2)C2C=CC=CC=2)[CH2:6][CH:5]([CH2:29][C:30]2[CH:35]=[CH:34][CH:33]=[CH:32][CH:31]=2)[C:4]1=[O:36])[CH3:2], predict the reaction product. The product is: [CH2:1]([N:3]1[CH:7]([CH2:8][OH:9])[CH2:6][CH:5]([CH2:29][C:30]2[CH:35]=[CH:34][CH:33]=[CH:32][CH:31]=2)[C:4]1=[O:36])[CH3:2]. (2) The product is: [CH2:1]([N:3]([CH2:19][CH3:20])[CH2:4][CH2:5][N:6]1[CH2:11][CH2:10][C:9]2[NH:12][C:13]([CH:16]=[C:25]3[C:24]4[C:28](=[CH:29][C:30]([NH:31][C:32](=[O:34])[CH3:33])=[C:22]([F:21])[CH:23]=4)[NH:27][C:26]3=[O:35])=[C:14]([CH3:15])[C:8]=2[C:7]1=[O:18])[CH3:2]. Given the reactants [CH2:1]([N:3]([CH2:19][CH3:20])[CH2:4][CH2:5][N:6]1[CH2:11][CH2:10][C:9]2[NH:12][C:13]([CH:16]=O)=[C:14]([CH3:15])[C:8]=2[C:7]1=[O:18])[CH3:2].[F:21][C:22]1[CH:23]=[C:24]2[C:28](=[CH:29][C:30]=1[NH:31][C:32](=[O:34])[CH3:33])[NH:27][C:26](=[O:35])[CH2:25]2, predict the reaction product. (3) The product is: [C:1]([O:5][C:6]([N:8]1[CH2:13][CH2:12][CH2:11][CH:10]([C:14]2[N:17]=[C:21]([C:20]3[CH:24]=[CH:25][C:26]([F:28])=[CH:27][C:19]=3[F:18])[O:16][N:15]=2)[CH2:9]1)=[O:7])([CH3:4])([CH3:2])[CH3:3]. Given the reactants [C:1]([O:5][C:6]([N:8]1[CH2:13][CH2:12][CH2:11][CH:10]([C:14](=[NH:17])[NH:15][OH:16])[CH2:9]1)=[O:7])([CH3:4])([CH3:3])[CH3:2].[F:18][C:19]1[CH:27]=[C:26]([F:28])[CH:25]=[CH:24][C:20]=1[C:21](O)=O, predict the reaction product.